From a dataset of Reaction yield outcomes from USPTO patents with 853,638 reactions. Predict the reaction yield, written as a fraction of the theoretical maximum amount of product (1.0 means a 100% yield; for example, 0.34 means a 34% yield). The reactants are [N+:1]([C:4]1[CH:12]=[C:11]2[C:7]([CH2:8][O:9][C:10]2=[O:13])=[CH:6][CH:5]=1)([O-])=O.O.O.Cl[Sn]Cl. The catalyst is Cl.O. The product is [NH2:1][C:4]1[CH:12]=[C:11]2[C:7]([CH2:8][O:9][C:10]2=[O:13])=[CH:6][CH:5]=1. The yield is 0.780.